Dataset: Catalyst prediction with 721,799 reactions and 888 catalyst types from USPTO. Task: Predict which catalyst facilitates the given reaction. (1) Reactant: [O:1]=[S:2]1(=[O:26])[C:7]2[CH:8]=[C:9]([O:12][C:13]3[CH:14]=[C:15]([CH:20]=[CH:21][CH:22]=3)[C:16]([NH:18][NH2:19])=[O:17])[CH:10]=[CH:11][C:6]=2[N:5]2[CH2:23][CH2:24][CH2:25][C:4]2=[N:3]1.[C:27](N1C=CN=C1)(N1C=CN=C1)=[O:28].CCN(CC)CC.Cl. Product: [O:26]=[S:2]1(=[O:1])[C:7]2[CH:8]=[C:9]([O:12][C:13]3[CH:14]=[C:15]([C:16]4[O:17][C:27](=[O:28])[NH:19][N:18]=4)[CH:20]=[CH:21][CH:22]=3)[CH:10]=[CH:11][C:6]=2[N:5]2[CH2:23][CH2:24][CH2:25][C:4]2=[N:3]1. The catalyst class is: 118. (2) Reactant: [F:1][C:2]1[CH:35]=[CH:34][CH:33]=[C:32]([F:36])[C:3]=1[CH2:4][O:5][C:6]1[C:7]2[N:8]([C:12]([C:16]([NH:18][C:19]([C:26]3[S:30][C:29]([CH3:31])=[N:28][CH:27]=3)([CH3:25])[C:20](OCC)=[O:21])=[O:17])=[C:13]([CH3:15])[N:14]=2)[CH:9]=[CH:10][CH:11]=1.[BH4-].[Na+].O. Product: [F:36][C:32]1[CH:33]=[CH:34][CH:35]=[C:2]([F:1])[C:3]=1[CH2:4][O:5][C:6]1[C:7]2[N:8]([C:12]([C:16]([NH:18][C:19]([C:26]3[S:30][C:29]([CH3:31])=[N:28][CH:27]=3)([CH3:25])[CH2:20][OH:21])=[O:17])=[C:13]([CH3:15])[N:14]=2)[CH:9]=[CH:10][CH:11]=1. The catalyst class is: 199. (3) Reactant: [F:1][C:2]1[CH:7]=[CH:6][C:5]([CH:8]=[CH:9][CH2:10][CH2:11][CH2:12][CH2:13][CH2:14][CH2:15][CH2:16][C:17]([OH:19])=O)=[CH:4][CH:3]=1.C(Cl)(=O)C([Cl:23])=O. Product: [F:1][C:2]1[CH:7]=[CH:6][C:5]([CH:8]=[CH:9][CH2:10][CH2:11][CH2:12][CH2:13][CH2:14][CH2:15][CH2:16][C:17]([Cl:23])=[O:19])=[CH:4][CH:3]=1. The catalyst class is: 204. (4) Reactant: [C:1]([O:5][C:6]([NH:8][CH2:9][CH2:10][C:11]([OH:13])=O)=[O:7])([CH3:4])([CH3:3])[CH3:2].[C:14]1([Li])[CH:19]=[CH:18][CH:17]=[CH:16][CH:15]=1. Product: [O:13]=[C:11]([C:14]1[CH:19]=[CH:18][CH:17]=[CH:16][CH:15]=1)[CH2:10][CH2:9][NH:8][C:6](=[O:7])[O:5][C:1]([CH3:2])([CH3:3])[CH3:4]. The catalyst class is: 1. (5) Reactant: [C:1]([C:3]1[N:7]2[N:8]=[C:9]([C:12]3[CH:17]=[CH:16][C:15]([C:18]([N:20]4[CH2:25][CH2:24][O:23][CH2:22][CH2:21]4)=[O:19])=[CH:14][CH:13]=3)[CH:10]=[CH:11][C:6]2=[N:5][CH:4]=1)#[CH:2].Cl.Br[C:28]1[CH:33]=[CH:32][N:31]=[CH:30][CH:29]=1.C1C=CC(P(C2C=CC=CC=2)C2C=CC=CC=2)=CC=1.CCN(C(C)C)C(C)C. Product: [O:23]1[CH2:22][CH2:21][N:20]([C:18]([C:15]2[CH:14]=[CH:13][C:12]([C:9]3[CH:10]=[CH:11][C:6]4[N:7]([C:3]([C:1]#[C:2][C:28]5[CH:33]=[CH:32][N:31]=[CH:30][CH:29]=5)=[CH:4][N:5]=4)[N:8]=3)=[CH:17][CH:16]=2)=[O:19])[CH2:25][CH2:24]1. The catalyst class is: 538. (6) Reactant: [Cl:1][C:2]1[C:11]([Cl:12])=[C:10]2[C:5]([C:6]([OH:21])=[C:7]([C:16](OCC)=[O:17])[C:8](=[O:15])[C:9]2([CH3:14])[CH3:13])=[CH:4][CH:3]=1.Cl.[C:23]([O:27][C:28](=[O:31])[CH2:29][NH2:30])([CH3:26])([CH3:25])[CH3:24].CCN(C(C)C)C(C)C. Product: [Cl:1][C:2]1[C:11]([Cl:12])=[C:10]2[C:5]([C:6]([OH:21])=[C:7]([C:16]([NH:30][CH2:29][C:28]([O:27][C:23]([CH3:26])([CH3:25])[CH3:24])=[O:31])=[O:17])[C:8](=[O:15])[C:9]2([CH3:13])[CH3:14])=[CH:4][CH:3]=1. The catalyst class is: 38. (7) Reactant: [OH-].[Na+].[I:3][C:4]1[C:12]2[CH:11]=[CH:10][C:9]([C:19]3[CH:24]=[CH:23][CH:22]=[CH:21][CH:20]=3)([C:13]3[CH:18]=[CH:17][CH:16]=[CH:15][CH:14]=3)[CH2:8][C:7]=2[N:6](S(C2C=CC(C)=CC=2)(=O)=O)[N:5]=1.C(OCC)(=O)C. Product: [I:3][C:4]1[C:12]2[CH:11]=[CH:10][C:9]([C:19]3[CH:24]=[CH:23][CH:22]=[CH:21][CH:20]=3)([C:13]3[CH:18]=[CH:17][CH:16]=[CH:15][CH:14]=3)[CH2:8][C:7]=2[NH:6][N:5]=1. The catalyst class is: 7. (8) Reactant: [N+:1]([C:4]1[CH:5]=[CH:6][C:7]([O:10][CH2:11][C:12]([F:17])([F:16])[CH:13]([F:15])[F:14])=[N:8][CH:9]=1)([O-])=O. Product: [F:17][C:12]([F:16])([CH:13]([F:15])[F:14])[CH2:11][O:10][C:7]1[N:8]=[CH:9][C:4]([NH2:1])=[CH:5][CH:6]=1. The catalyst class is: 19. (9) Reactant: C([N:8]1[CH2:12][C@H:11]2[C:13]3[CH:14]=[CH:15][C:16]([C:22]([CH3:24])=[CH2:23])=[C:17]([Cl:21])[C:18]=3[CH2:19][O:20][C@@:10]2([CH3:25])[CH2:9]1)C1C=CC=CC=1.ClC(OC(Cl)C)=O.CO. Product: [ClH:21].[Cl:21][C:17]1[C:18]2[CH2:19][O:20][C@:10]3([CH3:25])[C@H:11]([C:13]=2[CH:14]=[CH:15][C:16]=1[C:22]([CH3:24])=[CH2:23])[CH2:12][NH:8][CH2:9]3. The catalyst class is: 11. (10) Reactant: [CH3:1][C:2]1[S:6][CH:5]=[N:4][CH:3]=1.[Li]CCCC.[CH2:12]([O:19][C:20]1[CH:21]=[CH:22][C:23]([O:30][CH3:31])=[C:24]([CH:29]=1)[C:25](OC)=[O:26])[C:13]1[CH:18]=[CH:17][CH:16]=[CH:15][CH:14]=1.Cl. Product: [CH2:12]([O:19][C:20]1[CH:21]=[CH:22][C:23]([O:30][CH3:31])=[C:24]([C:25]([C:5]2[S:6][C:2]([CH3:1])=[CH:3][N:4]=2)=[O:26])[CH:29]=1)[C:13]1[CH:14]=[CH:15][CH:16]=[CH:17][CH:18]=1. The catalyst class is: 20.